This data is from Full USPTO retrosynthesis dataset with 1.9M reactions from patents (1976-2016). The task is: Predict the reactants needed to synthesize the given product. Given the product [CH3:31][N:23]([CH:21]1[CH2:20][N:19]([C:2]2[C:3]3[N:4]([N:8]=[N:9][N:10]=3)[CH:5]=[CH:6][N:7]=2)[CH2:22]1)[C:24](=[O:30])[O:25][C:26]([CH3:29])([CH3:27])[CH3:28], predict the reactants needed to synthesize it. The reactants are: Cl[C:2]1[C:3]2[N:4]([N:8]=[N:9][N:10]=2)[CH:5]=[CH:6][N:7]=1.C(N(CC)CC)C.Cl.[NH:19]1[CH2:22][CH:21]([N:23]([CH3:31])[C:24](=[O:30])[O:25][C:26]([CH3:29])([CH3:28])[CH3:27])[CH2:20]1.